This data is from NCI-60 drug combinations with 297,098 pairs across 59 cell lines. The task is: Regression. Given two drug SMILES strings and cell line genomic features, predict the synergy score measuring deviation from expected non-interaction effect. Drug 1: CS(=O)(=O)OCCCCOS(=O)(=O)C. Drug 2: COC1=C2C(=CC3=C1OC=C3)C=CC(=O)O2. Cell line: SW-620. Synergy scores: CSS=21.3, Synergy_ZIP=-3.25, Synergy_Bliss=0.702, Synergy_Loewe=-1.39, Synergy_HSA=0.0720.